Dataset: Reaction yield outcomes from USPTO patents with 853,638 reactions. Task: Predict the reaction yield, written as a fraction of the theoretical maximum amount of product (1.0 means a 100% yield; for example, 0.34 means a 34% yield). The reactants are [NH2:1][C:2]1[C:3]([C:7]2[N:11]([C:12]3[CH:17]=[CH:16][CH:15]=[C:14]([Cl:18])[CH:13]=3)[C:10](=[O:19])[O:9][N:8]=2)=[N:4][O:5][N:6]=1.[C:20]([O:24][C:25]([NH:27][CH2:28][C:29]1[CH:37]=[CH:36][C:32]([C:33](O)=[O:34])=[CH:31][CH:30]=1)=[O:26])([CH3:23])([CH3:22])[CH3:21].C(N(CC)C(C)C)(C)C. The catalyst is ClCCl.CN(C)C1C=CN=CC=1.C(OCC)(=O)C. The product is [Cl:18][C:14]1[CH:13]=[C:12]([N:11]2[C:10](=[O:19])[O:9][N:8]=[C:7]2[C:3]2[C:2]([NH:1][C:33]([C:32]3[CH:31]=[CH:30][C:29]([CH2:28][NH:27][C:25](=[O:26])[O:24][C:20]([CH3:21])([CH3:22])[CH3:23])=[CH:37][CH:36]=3)=[O:34])=[N:6][O:5][N:4]=2)[CH:17]=[CH:16][CH:15]=1. The yield is 0.240.